Dataset: Full USPTO retrosynthesis dataset with 1.9M reactions from patents (1976-2016). Task: Predict the reactants needed to synthesize the given product. (1) Given the product [OH:19][CH2:18][CH2:17][CH2:16][CH2:15][CH2:14][CH2:13][CH2:12][CH2:11][O:1][C:2]1[CH:9]=[CH:8][C:5]([CH:6]=[O:7])=[CH:4][CH:3]=1, predict the reactants needed to synthesize it. The reactants are: [OH:1][C:2]1[CH:9]=[CH:8][C:5]([CH:6]=[O:7])=[CH:4][CH:3]=1.Cl[CH2:11][CH2:12][CH2:13][CH2:14][CH2:15][CH2:16][CH2:17][CH2:18][OH:19].C(=O)([O-])[O-].[K+].[K+].[I-].[K+]. (2) Given the product [ClH:1].[CH3:18][N:17]1[N:16]=[C:13]2[CH2:14][CH2:15][NH:9][CH2:10][CH2:11][C:12]2=[CH:30][C:31]1=[O:26], predict the reactants needed to synthesize it. The reactants are: [ClH:1].C(OC([N:9]1[CH2:15][CH2:14][C:13]2[N:16]=[N:17][C:18](C3C=CC=CC=3)=C[C:12]=2[CH2:11][CH2:10]1)=O)(C)(C)C.[O:26]1[CH2:31][CH2:30]OCC1. (3) Given the product [OH:6][CH:4]([CH2:3][O:2][CH3:1])[CH2:5][NH:12][CH2:11][C:10]([O:9][CH2:7][CH3:8])=[O:13], predict the reactants needed to synthesize it. The reactants are: [CH3:1][O:2][CH2:3][CH:4]1[O:6][CH2:5]1.[CH2:7]([O:9][C:10](=[O:13])[CH2:11][NH2:12])[CH3:8]. (4) Given the product [Si:39]([O:40][CH2:41][C:42]#[C:43][C:2]1[CH:7]=[N:6][C:5]([C:8]2[O:16][C:11]3=[CH:12][N:13]=[CH:14][CH:15]=[C:10]3[C:9]=2[OH:17])=[N:4][CH:3]=1)([C:35]([CH3:36])([CH3:37])[CH3:38])([CH3:44])[CH3:45], predict the reactants needed to synthesize it. The reactants are: Br[C:2]1[CH:3]=[N:4][C:5]([C:8]2[O:16][C:11]3=[CH:12][N:13]=[CH:14][CH:15]=[C:10]3[C:9]=2[O:17][Si](C(C)(C)C)(C2C=CC=CC=2)C2C=CC=CC=2)=[N:6][CH:7]=1.[C:35]([Si:39]([CH3:45])([CH3:44])[O:40][CH2:41][C:42]#[CH:43])([CH3:38])([CH3:37])[CH3:36].C(N(CC)CC)C. (5) Given the product [C:11]([C:2]1[N:6]2[CH:7]=[CH:8][CH:9]=[CH:10][C:5]2=[N:4][CH:3]=1)#[CH:12], predict the reactants needed to synthesize it. The reactants are: Br[C:2]1[N:6]2[CH:7]=[CH:8][CH:9]=[CH:10][C:5]2=[N:4][CH:3]=1.[CH:11]1(NC2CCCCC2)CCCC[CH2:12]1.C([Si](C)(C)C)#C.O.[F-].C([N+](CCCC)(CCCC)CCCC)CCC.